Dataset: Full USPTO retrosynthesis dataset with 1.9M reactions from patents (1976-2016). Task: Predict the reactants needed to synthesize the given product. (1) Given the product [CH3:6][C:2]([O:7][C:8]1[CH:13]=[CH:12][CH:11]=[CH:10][CH:9]=1)([CH3:1])[C:3]([NH:14][C:15]1[CH:20]=[CH:19][C:18]([N:21]2[C:27](=[O:28])[CH2:26][C:25](=[O:29])[NH:24][C:23]3[C:30]4[C:35]([CH:36]=[CH:37][C:22]2=3)=[CH:34][CH:33]=[CH:32][CH:31]=4)=[CH:17][CH:16]=1)=[O:5], predict the reactants needed to synthesize it. The reactants are: [CH3:1][C:2]([O:7][C:8]1[CH:13]=[CH:12][CH:11]=[CH:10][CH:9]=1)([CH3:6])[C:3]([OH:5])=O.[NH2:14][C:15]1[CH:20]=[CH:19][C:18]([N:21]2[C:27](=[O:28])[CH2:26][C:25](=[O:29])[NH:24][C:23]3[C:30]4[C:35]([CH:36]=[CH:37][C:22]2=3)=[CH:34][CH:33]=[CH:32][CH:31]=4)=[CH:17][CH:16]=1.CC(OC1C=CC=CC=1)(C)C(Cl)=O. (2) Given the product [CH2:7]([S:8][C:18]1[CH:19]=[CH:20][CH:21]=[C:16]([Br:15])[C:17]=1[Cl:23])[C:1]1[CH:6]=[CH:5][CH:4]=[CH:3][CH:2]=1, predict the reactants needed to synthesize it. The reactants are: [C:1]1([CH2:7][SH:8])[CH:6]=[CH:5][CH:4]=[CH:3][CH:2]=1.C([O-])([O-])=O.[Cs+].[Cs+].[Br:15][C:16]1[CH:21]=[CH:20][CH:19]=[C:18](F)[C:17]=1[Cl:23]. (3) Given the product [Si:1]([O:8][C@@:9]12[C:16](=[O:17])[O:15][C@H:13]([CH2:14]1)[C@H:12]([O:18][Si:19]([C:22]([CH3:25])([CH3:24])[CH3:23])([CH3:20])[CH3:21])[C:11](=[O:26])[CH2:10]2)([C:4]([CH3:7])([CH3:6])[CH3:5])([CH3:3])[CH3:2], predict the reactants needed to synthesize it. The reactants are: [Si:1]([O:8][C@:9]12[C:16](=[O:17])[O:15][C@H:13]([CH2:14]1)[C@H:12]([O:18][Si:19]([C:22]([CH3:25])([CH3:24])[CH3:23])([CH3:21])[CH3:20])[C@H:11]([OH:26])[CH2:10]2)([C:4]([CH3:7])([CH3:6])[CH3:5])([CH3:3])[CH3:2].[Cr](O[Cr]([O-])(=O)=O)([O-])(=O)=O.[NH+]1C=CC=CC=1.[NH+]1C=CC=CC=1. (4) Given the product [CH3:29][CH:26]1[C:25](=[O:30])[NH:24][C:19]2[CH:20]=[N:21][CH:22]=[CH:23][C:18]=2[C:16]2[CH:15]=[CH:14][N:13]=[C:12]([CH:17]=2)[C@@H:8]([NH:7][C:6](=[O:31])[O:5][C:1]([CH3:4])([CH3:2])[CH3:3])[CH2:9][CH:10]=[CH:27]1, predict the reactants needed to synthesize it. The reactants are: [C:1]([O:5][C:6](=[O:31])[NH:7][C@H:8]([C:12]1[CH:17]=[C:16]([C:18]2[CH:23]=[CH:22][N:21]=[CH:20][C:19]=2[NH:24][C:25](=[O:30])[C@H:26]([CH3:29])[CH:27]=C)[CH:15]=[CH:14][N:13]=1)[CH2:9][CH:10]=C)([CH3:4])([CH3:3])[CH3:2].CC1C=CC(S(O)(=O)=O)=CC=1.O.